This data is from Forward reaction prediction with 1.9M reactions from USPTO patents (1976-2016). The task is: Predict the product of the given reaction. (1) Given the reactants [OH:1][C:2]1[CH:3]=[C:4]([CH:8]=[CH:9][C:10]=1[I:11])[C:5]([OH:7])=[O:6].S(Cl)(Cl)=O.[CH3:16]O, predict the reaction product. The product is: [OH:1][C:2]1[CH:3]=[C:4]([CH:8]=[CH:9][C:10]=1[I:11])[C:5]([O:7][CH3:16])=[O:6]. (2) Given the reactants [CH2:1]([O:8][C:9]([NH:11][C@H:12]([C:16](OC)=[O:17])[CH2:13][O:14][CH3:15])=[O:10])[C:2]1[CH:7]=[CH:6][CH:5]=[CH:4][CH:3]=1.[BH4-].[Li+], predict the reaction product. The product is: [OH:17][CH2:16][C@@H:12]([NH:11][C:9](=[O:10])[O:8][CH2:1][C:2]1[CH:7]=[CH:6][CH:5]=[CH:4][CH:3]=1)[CH2:13][O:14][CH3:15]. (3) Given the reactants Br[C:2]1[C:3]([O:25][CH3:26])=[C:4]([C:8]2[N:12]=[C:11]([C:13]3[CH:14]=[CH:15][C:16]([O:21][CH:22]([CH3:24])[CH3:23])=[C:17]([CH:20]=3)[C:18]#[N:19])[O:10][N:9]=2)[CH:5]=[CH:6][CH:7]=1.CC(P(C(C)(C)C)C(C)(C)C)(C)C.C([O-])([O-])=O.[Cs+].[Cs+].Br[Zn][CH2:48][CH2:49][C:50]([O:52][CH2:53][CH3:54])=[O:51], predict the reaction product. The product is: [C:18]([C:17]1[CH:20]=[C:13]([C:11]2[O:10][N:9]=[C:8]([C:4]3[C:3]([O:25][CH3:26])=[C:2]([CH2:48][CH2:49][C:50]([O:52][CH2:53][CH3:54])=[O:51])[CH:7]=[CH:6][CH:5]=3)[N:12]=2)[CH:14]=[CH:15][C:16]=1[O:21][CH:22]([CH3:24])[CH3:23])#[N:19]. (4) Given the reactants [CH2:1]([C:7]([OH:9])=[O:8])[C@H:2]([OH:6])[C:3]([OH:5])=[O:4].[CH3:10][C:11]1C=CC(S([O-])(=O)=O)=C[CH:12]=1.C1C=C[NH+]=CC=1, predict the reaction product. The product is: [CH3:10][C:11]1([CH3:12])[O:6][C@@H:2]([CH2:1][C:7]([OH:9])=[O:8])[C:3](=[O:5])[O:4]1.